This data is from NCI-60 drug combinations with 297,098 pairs across 59 cell lines. The task is: Regression. Given two drug SMILES strings and cell line genomic features, predict the synergy score measuring deviation from expected non-interaction effect. (1) Drug 1: CC1=C(C=C(C=C1)NC2=NC=CC(=N2)N(C)C3=CC4=NN(C(=C4C=C3)C)C)S(=O)(=O)N.Cl. Synergy scores: CSS=0.962, Synergy_ZIP=-3.87, Synergy_Bliss=-7.67, Synergy_Loewe=-5.42, Synergy_HSA=-5.41. Cell line: SF-295. Drug 2: C1CC(=O)NC(=O)C1N2CC3=C(C2=O)C=CC=C3N. (2) Drug 1: C1=NC2=C(N1)C(=S)N=C(N2)N. Drug 2: CC1=C(C=C(C=C1)C(=O)NC2=CC(=CC(=C2)C(F)(F)F)N3C=C(N=C3)C)NC4=NC=CC(=N4)C5=CN=CC=C5. Cell line: MDA-MB-231. Synergy scores: CSS=24.7, Synergy_ZIP=-6.70, Synergy_Bliss=-1.85, Synergy_Loewe=-1.28, Synergy_HSA=-0.574.